From a dataset of Reaction yield outcomes from USPTO patents with 853,638 reactions. Predict the reaction yield, written as a fraction of the theoretical maximum amount of product (1.0 means a 100% yield; for example, 0.34 means a 34% yield). (1) The reactants are Br[C:2]1[CH:3]=[C:4]2[C:9](=[C:10]([P:12](=[O:19])([O:16][CH2:17][CH3:18])[O:13][CH2:14][CH3:15])[CH:11]=1)[N:8]=[C:7]([CH3:20])[CH:6]=[CH:5]2.[OH:21][CH2:22][C:23]1[CH:28]=[CH:27][C:26](B(O)O)=[CH:25][CH:24]=1.C1C=CC(P(C2C=CC=CC=2)C2C=CC=CC=2)=CC=1.N(CC)CC.C([O-])(O)=O.[Na+]. The catalyst is C1(C)C=CC=CC=1.C1C=CC(/C=C/C(/C=C/C2C=CC=CC=2)=O)=CC=1.C1C=CC(/C=C/C(/C=C/C2C=CC=CC=2)=O)=CC=1.C1C=CC(/C=C/C(/C=C/C2C=CC=CC=2)=O)=CC=1.[Pd].[Pd].O. The product is [OH:21][CH2:22][C:23]1[CH:28]=[CH:27][C:26]([C:2]2[CH:3]=[C:4]3[C:9](=[C:10]([P:12](=[O:19])([O:16][CH2:17][CH3:18])[O:13][CH2:14][CH3:15])[CH:11]=2)[N:8]=[C:7]([CH3:20])[CH:6]=[CH:5]3)=[CH:25][CH:24]=1. The yield is 0.790. (2) The reactants are [Cl:1][C:2]1[N:7]=[CH:6][C:5]([OH:8])=[CH:4][N:3]=1.Cl[C:10]([F:15])([F:14])C([O-])=O.[Na+]. The catalyst is CN(C)C=O.O. The product is [Cl:1][C:2]1[N:7]=[CH:6][C:5]([O:8][CH:10]([F:15])[F:14])=[CH:4][N:3]=1. The yield is 0.397. (3) The reactants are [H-].[Na+].[O:3]1[C:7]2([CH2:12][CH2:11][CH:10]([CH2:13][CH2:14][OH:15])[CH2:9][CH2:8]2)[O:6][CH2:5][CH2:4]1.[CH2:16](Br)[C:17]1[CH:22]=[CH:21][CH:20]=[CH:19][CH:18]=1. The catalyst is C1COCC1. The product is [CH2:16]([O:15][CH2:14][CH2:13][CH:10]1[CH2:11][CH2:12][C:7]2([O:6][CH2:5][CH2:4][O:3]2)[CH2:8][CH2:9]1)[C:17]1[CH:22]=[CH:21][CH:20]=[CH:19][CH:18]=1. The yield is 0.830. (4) The reactants are Cl[CH2:2][C:3]([NH:5][C:6]1[CH:19]=[CH:18][C:17]2[NH:16][C:15](=[O:20])[C:14]3[C:9](=[CH:10][CH:11]=[CH:12][CH:13]=3)[C:8]=2[CH:7]=1)=[O:4].[C:21]([O:25][C:26](=[O:32])[NH:27][CH2:28][CH2:29][CH2:30][NH2:31])([CH3:24])([CH3:23])[CH3:22].C(N(CC)CC)C. The catalyst is CN(C)C=O. The product is [C:21]([O:25][C:26](=[O:32])[NH:27][CH2:28][CH2:29][CH2:30][NH:31][CH2:2][C:3](=[O:4])[NH:5][C:6]1[CH:19]=[CH:18][C:17]2[NH:16][C:15](=[O:20])[C:14]3[C:9](=[CH:10][CH:11]=[CH:12][CH:13]=3)[C:8]=2[CH:7]=1)([CH3:24])([CH3:22])[CH3:23]. The yield is 0.440. (5) The reactants are [N+:1]([C:4]1[CH:9]=[CH:8][C:7]([NH2:10])=[C:6]([NH2:11])[CH:5]=1)([O-:3])=[O:2].C(Cl)(Cl)Cl.[CH3:16][C:17]([CH3:22])([CH3:21])[C:18](O)=O. No catalyst specified. The product is [C:17]([C:22]1[NH:11][C:6]2[CH:5]=[C:4]([N+:1]([O-:3])=[O:2])[CH:9]=[CH:8][C:7]=2[N:10]=1)([CH3:21])([CH3:18])[CH3:16]. The yield is 0.770. (6) The catalyst is C1COCC1. The yield is 0.150. The product is [NH:44]1[C:48]([CH2:49][CH2:50][NH:51][C:20]([NH:15][C:14]2[CH:16]=[CH:17][C:11]([CH2:10][C:3]3[C:4]4[C:9](=[CH:8][CH:7]=[CH:6][CH:5]=4)[NH:1][CH:2]=3)=[C:12]([CH2:18][CH3:19])[CH:13]=2)=[O:21])=[CH:47][N:46]=[CH:45]1. The reactants are [NH:1]1[C:9]2[C:4](=[CH:5][CH:6]=[CH:7][CH:8]=2)[C:3]([CH2:10][C:11]2[CH:17]=[CH:16][C:14]([NH2:15])=[CH:13][C:12]=2[CH2:18][CH3:19])=[CH:2]1.[C:20](Cl)(=O)[O:21]C1C=CC([N+]([O-])=O)=CC=1.C(N(C(C)C)CC)(C)C.Cl.Cl.[NH:44]1[C:48]([CH2:49][CH2:50][NH2:51])=[CH:47][N:46]=[CH:45]1. (7) The reactants are Br[C:2]1[C:6]([CH3:7])=[CH:5][S:4][CH:3]=1.[Li]CCCC.[O:13]=[C:14]1[N:19]([C:20]([O:22][C:23]([CH3:26])([CH3:25])[CH3:24])=[O:21])[CH2:18][CH2:17][N:16]2[C:27](=[O:30])[CH2:28][CH2:29][C@@H:15]12. The catalyst is C1COCC1. The product is [CH3:7][C:6]1[C:2]([C:14]([C@@H:15]2[CH2:29][CH2:28][C:27](=[O:30])[N:16]2[CH2:17][CH2:18][NH:19][C:20](=[O:21])[O:22][C:23]([CH3:26])([CH3:25])[CH3:24])=[O:13])=[CH:3][S:4][CH:5]=1. The yield is 0.380. (8) The reactants are [Cl:1][C:2]1[C:3]([C:10]2[S:11][C:12]([C:15]3[N:16]=[C:17]4[C:22]([Cl:23])=[CH:21][C:20]([C:24]([F:27])([F:26])[F:25])=[CH:19][N:18]4[CH:28]=3)=[N:13][N:14]=2)=[CH:4][C:5]([F:9])=[C:6]([OH:8])[CH:7]=1.O[CH2:30][CH:31]1[CH2:35][O:34][C:33]([CH3:37])([CH3:36])[N:32]1[C:38]([O:40][C:41]([CH3:44])([CH3:43])[CH3:42])=[O:39].C1C=CC(P(C2C=CC=CC=2)C2C=CC=CC=2)=CC=1.CC(OC(/N=N/C(OC(C)C)=O)=O)C. The catalyst is C1COCC1. The product is [Cl:1][C:2]1[C:3]([C:10]2[S:11][C:12]([C:15]3[N:16]=[C:17]4[C:22]([Cl:23])=[CH:21][C:20]([C:24]([F:26])([F:25])[F:27])=[CH:19][N:18]4[CH:28]=3)=[N:13][N:14]=2)=[CH:4][C:5]([F:9])=[C:6]([CH:7]=1)[O:8][CH2:30][CH:31]1[CH2:35][O:34][C:33]([CH3:36])([CH3:37])[N:32]1[C:38]([O:40][C:41]([CH3:42])([CH3:44])[CH3:43])=[O:39]. The yield is 0.440. (9) The reactants are [CH3:1][O:2][CH2:3][C@H:4]([CH3:31])[O:5][C:6]1[CH:7]=[C:8]([C:23]2[NH:27][C:26]([C:28]([OH:30])=O)=[CH:25][CH:24]=2)[CH:9]=[C:10]([O:12][C:13]2[CH:18]=[CH:17][C:16]([S:19]([CH3:22])(=[O:21])=[O:20])=[CH:15][CH:14]=2)[CH:11]=1.[NH2:32][CH2:33][CH2:34][CH2:35][OH:36].CCN=C=NCCCN(C)C.Cl.Cl. The catalyst is ClCCl.CN(C)C1C=CN=CC=1. The product is [OH:36][CH2:35][CH2:34][CH2:33][NH:32][C:28]([C:26]1[NH:27][C:23]([C:8]2[CH:9]=[C:10]([O:12][C:13]3[CH:14]=[CH:15][C:16]([S:19]([CH3:22])(=[O:20])=[O:21])=[CH:17][CH:18]=3)[CH:11]=[C:6]([O:5][C@@H:4]([CH3:31])[CH2:3][O:2][CH3:1])[CH:7]=2)=[CH:24][CH:25]=1)=[O:30]. The yield is 0.770.